Predict the product of the given reaction. From a dataset of Forward reaction prediction with 1.9M reactions from USPTO patents (1976-2016). (1) Given the reactants [N:1]1[CH:6]=[CH:5][CH:4]=[CH:3][C:2]=1[C:7]([NH:9][C:10]12[CH2:19][CH:14]3[CH2:15][CH:16]([CH2:18][C:12]([NH:20][C:21]([C:23]4[CH:28]=[CH:27][CH:26]=[C:25](Cl)[N:24]=4)=[O:22])([CH2:13]3)[CH2:11]1)[CH2:17]2)=[O:8].[CH3:30][O:31][CH2:32][CH2:33][CH2:34][NH2:35].C(=O)([O-])[O-].[Cs+].[Cs+], predict the reaction product. The product is: [N:1]1[CH:6]=[CH:5][CH:4]=[CH:3][C:2]=1[C:7]([NH:9][C:10]12[CH2:19][CH:14]3[CH2:15][CH:16]([CH2:18][C:12]([NH:20][C:21]([C:23]4[CH:28]=[CH:27][CH:26]=[C:25]([NH:35][CH2:34][CH2:33][CH2:32][O:31][CH3:30])[N:24]=4)=[O:22])([CH2:13]3)[CH2:11]1)[CH2:17]2)=[O:8]. (2) Given the reactants [CH3:1][O:2][C:3](=[O:8])[CH2:4][C:5]([CH3:7])=O.[CH3:9][O:10][C:11]1[CH:18]=[CH:17][CH:16]=[C:15]([CH2:19][CH2:20][CH2:21][CH2:22][CH2:23][CH2:24][CH2:25][CH2:26][CH2:27][CH2:28][CH2:29][CH2:30][CH2:31][CH2:32][CH3:33])[C:12]=1[CH:13]=O.[NH2:34][C:35]([NH2:37])=[O:36].Cl, predict the reaction product. The product is: [CH3:1][O:2][C:3]([C:4]1[CH:13]([C:12]2[C:15]([CH2:19][CH2:20][CH2:21][CH2:22][CH2:23][CH2:24][CH2:25][CH2:26][CH2:27][CH2:28][CH2:29][CH2:30][CH2:31][CH2:32][CH3:33])=[CH:16][CH:17]=[CH:18][C:11]=2[O:10][CH3:9])[NH:34][C:35](=[O:36])[NH:37][C:5]=1[CH3:7])=[O:8]. (3) Given the reactants C1N=CN(C(N2C=NC=C2)=O)C=1.[C:13]([C:15]1[C:16]([N:30]2[CH2:33][CH:32]([C:34](O)=[O:35])[CH2:31]2)=[N:17][C:18]([C:26]([F:29])([F:28])[F:27])=[C:19]([C:21]([O:23][CH2:24][CH3:25])=[O:22])[CH:20]=1)#[N:14].[F:37][C:38]1[CH:43]=[CH:42][C:41]([CH2:44][S:45]([NH2:48])(=[O:47])=[O:46])=[CH:40][CH:39]=1.C1CCN2C(=NCCC2)CC1, predict the reaction product. The product is: [C:13]([C:15]1[C:16]([N:30]2[CH2:31][CH:32]([C:34]([NH:48][S:45]([CH2:44][C:41]3[CH:42]=[CH:43][C:38]([F:37])=[CH:39][CH:40]=3)(=[O:47])=[O:46])=[O:35])[CH2:33]2)=[N:17][C:18]([C:26]([F:29])([F:27])[F:28])=[C:19]([CH:20]=1)[C:21]([O:23][CH2:24][CH3:25])=[O:22])#[N:14].